Dataset: Plasma protein binding rate (PPBR) regression data from AstraZeneca. Task: Regression/Classification. Given a drug SMILES string, predict its absorption, distribution, metabolism, or excretion properties. Task type varies by dataset: regression for continuous measurements (e.g., permeability, clearance, half-life) or binary classification for categorical outcomes (e.g., BBB penetration, CYP inhibition). For this dataset (ppbr_az), we predict Y. (1) The Y is 82.0 %. The molecule is CCOc1ccc(NC(=O)CCc2c(C)nc3nc(C)nn3c2C)cc1. (2) The compound is COc1cc2ncc(C(N)=O)c(Nc3ccc(F)cc3F)c2cc1NCCN1CCCCC1. The Y is 79.9 %.